Dataset: Full USPTO retrosynthesis dataset with 1.9M reactions from patents (1976-2016). Task: Predict the reactants needed to synthesize the given product. (1) The reactants are: [F:1][C:2]1[CH:3]=[C:4]([C@H:13]([NH:21][C:22]([C:24]2[CH:25]=[CH:26][C:27]([N+:38]([O-])=[O:39])=[C:28]([N:30]([CH3:37])[C:31](=[O:36])[C:32]([O:34]C)=O)[CH:29]=2)=[O:23])[C:14]2[C:19]([F:20])=[CH:18][CH:17]=[CH:16][N:15]=2)[CH:5]=[CH:6][C:7]=1[O:8][C:9]([F:12])([F:11])[F:10].P([O-])([O-])([O-])=O.[K+].[K+].[K+]. Given the product [F:1][C:2]1[CH:3]=[C:4]([C@@H:13]([C:14]2[C:19]([F:20])=[CH:18][CH:17]=[CH:16][N:15]=2)[NH:21][C:22]([C:24]2[CH:29]=[C:28]3[C:27](=[CH:26][CH:25]=2)[N:38]([OH:39])[C:32](=[O:34])[C:31](=[O:36])[N:30]3[CH3:37])=[O:23])[CH:5]=[CH:6][C:7]=1[O:8][C:9]([F:10])([F:12])[F:11], predict the reactants needed to synthesize it. (2) Given the product [O:23]1[CH2:24][CH2:25][N:20]([C:19]2[C:14]3[CH:13]=[C:12]([CH2:11][N:8]4[CH2:7][CH2:6][N:5]([S:2]([CH3:1])(=[O:4])=[O:3])[CH2:10][CH2:9]4)[S:34][C:15]=3[N:16]=[C:17]([C:26]3[CH:33]=[C:30]([CH2:31][OH:32])[CH:29]=[N:28][CH:27]=3)[N:18]=2)[CH2:21][CH2:22]1, predict the reactants needed to synthesize it. The reactants are: [CH3:1][S:2]([N:5]1[CH2:10][CH2:9][N:8]([CH2:11][C:12]2[S:34][C:15]3[N:16]=[C:17]([C:26]4[CH:27]=[N:28][CH:29]=[C:30]([CH:33]=4)[CH:31]=[O:32])[N:18]=[C:19]([N:20]4[CH2:25][CH2:24][O:23][CH2:22][CH2:21]4)[C:14]=3[CH:13]=2)[CH2:7][CH2:6]1)(=[O:4])=[O:3].C(O[BH-](OC(=O)C)OC(=O)C)(=O)C.[Na+].O.C(Cl)Cl. (3) Given the product [Cl:43][C:44]1[CH:45]=[CH:46][C:47]2[N:53]3[C:54]([CH:57]([CH3:59])[CH3:58])=[N:55][N:56]=[C:52]3[CH:51]([CH2:60][C:61]([N:75]3[CH2:80][CH2:79][CH:78]([C:81]([O:83][CH3:84])=[O:82])[CH2:77][CH2:76]3)=[O:62])[O:50][CH:49]([C:64]3[CH:69]=[CH:68][CH:67]=[C:66]([O:70][CH3:71])[C:65]=3[O:72][CH3:73])[C:48]=2[CH:74]=1, predict the reactants needed to synthesize it. The reactants are: C1CN([P+](ON2N=NC3C=CC=CC2=3)(N2CCCC2)N2CCCC2)CC1.F[P-](F)(F)(F)(F)F.C(N(CC)C(C)C)(C)C.[Cl:43][C:44]1[CH:45]=[CH:46][C:47]2[N:53]3[C:54]([CH:57]([CH3:59])[CH3:58])=[N:55][N:56]=[C:52]3[CH:51]([CH2:60][C:61](O)=[O:62])[O:50][CH:49]([C:64]3[CH:69]=[CH:68][CH:67]=[C:66]([O:70][CH3:71])[C:65]=3[O:72][CH3:73])[C:48]=2[CH:74]=1.[NH:75]1[CH2:80][CH2:79][CH:78]([C:81]([O:83][CH3:84])=[O:82])[CH2:77][CH2:76]1.